Dataset: Full USPTO retrosynthesis dataset with 1.9M reactions from patents (1976-2016). Task: Predict the reactants needed to synthesize the given product. Given the product [Br:1][C:2]1[CH:10]=[CH:9][CH:8]=[C:7]2[C:3]=1[C:4](=[O:12])[C:5](=[O:11])[N:6]2[CH2:19][C:18]1[CH:21]=[CH:22][CH:23]=[C:16]([F:15])[CH:17]=1, predict the reactants needed to synthesize it. The reactants are: [Br:1][C:2]1[CH:10]=[CH:9][CH:8]=[C:7]2[C:3]=1[C:4](=[O:12])[C:5](=[O:11])[NH:6]2.[H-].[Na+].[F:15][C:16]1[CH:17]=[C:18]([CH:21]=[CH:22][CH:23]=1)[CH2:19]Br.